From a dataset of Peptide-MHC class II binding affinity with 134,281 pairs from IEDB. Regression. Given a peptide amino acid sequence and an MHC pseudo amino acid sequence, predict their binding affinity value. This is MHC class II binding data. (1) The peptide sequence is AVTYYKEADYSQIPI. The MHC is HLA-DQA10102-DQB10602 with pseudo-sequence HLA-DQA10102-DQB10602. The binding affinity (normalized) is 0. (2) The peptide sequence is VLEKLELLQRRFGGT. The MHC is HLA-DQA10501-DQB10302 with pseudo-sequence HLA-DQA10501-DQB10302. The binding affinity (normalized) is 0. (3) The peptide sequence is DVKFPGGGAIVGGVY. The MHC is HLA-DQA10501-DQB10301 with pseudo-sequence HLA-DQA10501-DQB10301. The binding affinity (normalized) is 0.721.